The task is: Predict the reactants needed to synthesize the given product.. This data is from Full USPTO retrosynthesis dataset with 1.9M reactions from patents (1976-2016). (1) Given the product [NH2:7][CH2:8][CH2:9][CH2:10][N:11]([CH:21]([C:24]1[N:25]([CH2:35][C:36]2[CH:37]=[CH:38][CH:39]=[CH:40][CH:41]=2)[C:26](=[O:34])[C:27]2[C:32]([CH3:33])=[N:31][S:30][C:28]=2[N:29]=1)[CH2:22][CH3:23])[C:12](=[O:20])[C:13]1[CH:14]=[CH:15][C:16]([Cl:19])=[CH:17][CH:18]=1, predict the reactants needed to synthesize it. The reactants are: C(OC(=O)[NH:7][CH2:8][CH2:9][CH2:10][N:11]([CH:21]([C:24]1[N:25]([CH2:35][C:36]2[CH:41]=[CH:40][CH:39]=[CH:38][CH:37]=2)[C:26](=[O:34])[C:27]2[C:32]([CH3:33])=[N:31][S:30][C:28]=2[N:29]=1)[CH2:22][CH3:23])[C:12](=[O:20])[C:13]1[CH:18]=[CH:17][C:16]([Cl:19])=[CH:15][CH:14]=1)(C)(C)C.C(O)(C(F)(F)F)=O. (2) Given the product [Br:9][C:10]1[CH:18]=[C:17]2[C:13]([CH:14]=[CH:15][N:16]2[CH2:7][CH2:6][N:4]([CH3:5])[CH3:3])=[CH:12][CH:11]=1, predict the reactants needed to synthesize it. The reactants are: [H-].[Na+].[CH3:3][N:4]([CH2:6][CH2:7]O)[CH3:5].[Br:9][C:10]1[CH:18]=[C:17]2[C:13]([CH:14]=[CH:15][N:16]2S(C)(=O)=O)=[CH:12][CH:11]=1. (3) Given the product [NH:21]1[C:22]2[C:27](=[CH:26][CH:25]=[CH:24][CH:23]=2)[C@H:19]([CH2:18][CH2:17][N:4]2[CH2:3][CH2:2][N:1]([C:7]3[CH:8]=[C:9]4[CH:15]=[CH:14][NH:13][C:10]4=[CH:11][N:12]=3)[CH2:6][CH2:5]2)[CH2:20]1, predict the reactants needed to synthesize it. The reactants are: [N:1]1([C:7]2[CH:8]=[C:9]3[CH:15]=[CH:14][NH:13][C:10]3=[CH:11][N:12]=2)[CH2:6][CH2:5][NH:4][CH2:3][CH2:2]1.Br[CH2:17][CH2:18][C@H:19]1[C:27]2[C:22](=[CH:23][CH:24]=[CH:25][CH:26]=2)[N:21](C(=O)C)[CH2:20]1. (4) Given the product [F:38][C:18]([F:17])([F:37])[C:19]1[CH:24]=[C:23]([C:25]([F:28])([F:26])[F:27])[CH:22]=[CH:21][C:20]=1[C:29]1[N:30]=[N:31][C:32]([CH2:35][N:13]2[CH:14]=[CH:15][C:10]3=[CH:9][C:8]([C:3]4[CH:4]=[CH:5][CH:6]=[CH:7][C:2]=4[F:1])=[N:16][C:11]3=[N:12]2)=[CH:33][CH:34]=1, predict the reactants needed to synthesize it. The reactants are: [F:1][C:2]1[CH:7]=[CH:6][CH:5]=[CH:4][C:3]=1[C:8]1[NH:16][C:11]2[N:12]=[N:13][CH:14]=[CH:15][C:10]=2[CH:9]=1.[F:17][C:18]([F:38])([F:37])[C:19]1[CH:24]=[C:23]([C:25]([F:28])([F:27])[F:26])[CH:22]=[CH:21][C:20]=1[C:29]1[N:30]=[N:31][C:32]([CH2:35]Cl)=[CH:33][CH:34]=1.